This data is from Catalyst prediction with 721,799 reactions and 888 catalyst types from USPTO. The task is: Predict which catalyst facilitates the given reaction. (1) Reactant: [NH2:1][C:2]1[N:7]=[C:6]([C:8]2[CH:9]=[N:10][CH:11]=[CH:12][CH:13]=2)[C:5]([C:14]2[CH:19]=[CH:18][N:17]=[CH:16][C:15]=2[F:20])=[CH:4][C:3]=1[NH:21][C:22]([C:24]1[N:28]=[CH:27][NH:26][N:25]=1)=O. Product: [F:20][C:15]1[CH:16]=[N:17][CH:18]=[CH:19][C:14]=1[C:5]1[CH:4]=[C:3]2[N:21]=[C:22]([C:24]3[NH:28][CH:27]=[N:26][N:25]=3)[NH:1][C:2]2=[N:7][C:6]=1[C:8]1[CH:9]=[N:10][CH:11]=[CH:12][CH:13]=1. The catalyst class is: 15. (2) Reactant: [CH3:1][C:2]([OH:6])([C:4]#[CH:5])[CH3:3].[Li]CCCC.CON(C)[C:15](=[O:24])[C:16]1[CH:21]=[CH:20][C:19]([O:22][CH3:23])=[CH:18][CH:17]=1. Product: [OH:6][C:2]([CH3:3])([CH3:1])[C:4]#[C:5][C:15]([C:16]1[CH:21]=[CH:20][C:19]([O:22][CH3:23])=[CH:18][CH:17]=1)=[O:24]. The catalyst class is: 1. (3) Reactant: [CH2:1]([O:3][C:4](=[O:17])[CH2:5][C:6]1[NH:11][C:10]2[CH:12]=[CH:13][C:14]([NH2:16])=[CH:15][C:9]=2[S:8][CH:7]=1)[CH3:2].C(N(CC)CC)C.[CH3:25][S:26](Cl)(=[O:28])=[O:27]. Product: [CH2:1]([O:3][C:4](=[O:17])[CH2:5][C:6]1[NH:11][C:10]2[CH:12]=[CH:13][C:14]([NH:16][S:26]([CH3:25])(=[O:28])=[O:27])=[CH:15][C:9]=2[S:8][CH:7]=1)[CH3:2]. The catalyst class is: 4.